This data is from Human liver microsome stability data. The task is: Regression/Classification. Given a drug SMILES string, predict its absorption, distribution, metabolism, or excretion properties. Task type varies by dataset: regression for continuous measurements (e.g., permeability, clearance, half-life) or binary classification for categorical outcomes (e.g., BBB penetration, CYP inhibition). Dataset: hlm. (1) The molecule is Cc1ccc2c(c1)CC(c1nc(O)c3cc(-c4cn[nH]c4)ccc3n1)CO2. The result is 0 (unstable in human liver microsomes). (2) The molecule is N#Cc1ccc(F)cc1Cn1c(N2CCC[C@@H](N)C2)nc2c(-c3cccs3)cnc-2c1O. The result is 0 (unstable in human liver microsomes).